This data is from Full USPTO retrosynthesis dataset with 1.9M reactions from patents (1976-2016). The task is: Predict the reactants needed to synthesize the given product. (1) Given the product [Cl:23][C:24]1[CH:31]=[CH:30][C:27]([CH2:28][NH:29][C:18]([C:15]2[C:16](=[O:17])[C:4]3[C:5]4[N:6]([CH:14]=2)[CH2:7][C:8](=[O:13])[N:9]([CH3:12])[C:10]=4[CH:11]=[C:2]([I:1])[CH:3]=3)=[O:20])=[CH:26][CH:25]=1, predict the reactants needed to synthesize it. The reactants are: [I:1][C:2]1[CH:3]=[C:4]2[C:16](=[O:17])[C:15]([C:18]([O:20]CC)=O)=[CH:14][N:6]3[CH2:7][C:8](=[O:13])[N:9]([CH3:12])[C:10]([CH:11]=1)=[C:5]23.[Cl:23][C:24]1[CH:31]=[CH:30][C:27]([CH2:28][NH2:29])=[CH:26][CH:25]=1. (2) Given the product [CH:1]([N:4]1[C:9](=[O:10])[CH:8]=[CH:7][C:6]([C:11]2[S:15][C:14]([C:16]([NH:34][CH2:33][C:28]3[CH:29]=[CH:30][CH:31]=[CH:32][N:27]=3)=[O:17])=[N:13][C:12]=2[C:21]2[CH:26]=[CH:25][CH:24]=[CH:23][CH:22]=2)=[N:5]1)([CH3:2])[CH3:3], predict the reactants needed to synthesize it. The reactants are: [CH:1]([N:4]1[C:9](=[O:10])[CH:8]=[CH:7][C:6]([C:11]2[S:15][C:14]([C:16](OCC)=[O:17])=[N:13][C:12]=2[C:21]2[CH:26]=[CH:25][CH:24]=[CH:23][CH:22]=2)=[N:5]1)([CH3:3])[CH3:2].[N:27]1[CH:32]=[CH:31][CH:30]=[CH:29][C:28]=1[CH2:33][NH2:34].O. (3) Given the product [NH2:1][C@@H:2]([C:13]([NH:15][C@H:16]([C:27]([O:29][CH3:30])=[O:28])[CH2:17][C:18]1[CH:19]=[CH:20][C:21]([NH2:24])=[CH:22][CH:23]=1)=[O:14])[CH2:3][C:4]1[CH:9]=[CH:8][C:7]([NH2:10])=[CH:6][CH:5]=1, predict the reactants needed to synthesize it. The reactants are: [NH2:1][C@@H:2]([C:13]([NH:15][C@H:16]([C:27]([O:29][CH3:30])=[O:28])[CH2:17][C:18]1[CH:23]=[CH:22][C:21]([N+:24]([O-])=O)=[CH:20][CH:19]=1)=[O:14])[CH2:3][C:4]1[CH:9]=[CH:8][C:7]([N+:10]([O-])=O)=[CH:6][CH:5]=1. (4) The reactants are: [H-].[Na+].Cl[CH2:4][CH2:5][CH2:6][C:7]([NH:9][C:10]1[C:18]2[C:13](=[N:14][C:15]([C:26]3[CH:31]=[CH:30][C:29]([Cl:32])=[CH:28][C:27]=3[Cl:33])=[C:16]([C:19]3[CH:24]=[CH:23][C:22]([Cl:25])=[CH:21][CH:20]=3)[CH:17]=2)[O:12][C:11]=1[C:34](=[O:39])[C:35]([CH3:38])([CH3:37])[CH3:36])=[O:8]. Given the product [Cl:25][C:22]1[CH:21]=[CH:20][C:19]([C:16]2[CH:17]=[C:18]3[C:10]([N:9]4[CH2:4][CH2:5][CH2:6][C:7]4=[O:8])=[C:11]([C:34](=[O:39])[C:35]([CH3:37])([CH3:36])[CH3:38])[O:12][C:13]3=[N:14][C:15]=2[C:26]2[CH:31]=[CH:30][C:29]([Cl:32])=[CH:28][C:27]=2[Cl:33])=[CH:24][CH:23]=1, predict the reactants needed to synthesize it. (5) Given the product [CH3:8][O:9][CH:10]1[CH2:14][CH2:13][N:12]([C:15]2[CH:16]=[C:17]([S:21]([N:24]3[C:32]4[C:27](=[N:28][CH:29]=[CH:30][CH:31]=4)[C:26]([C:33]4[CH2:38][CH2:37][CH:36]([NH2:39])[CH2:35][CH:34]=4)=[CH:25]3)(=[O:22])=[O:23])[CH:18]=[CH:19][CH:20]=2)[CH2:11]1, predict the reactants needed to synthesize it. The reactants are: FC(F)(F)C(O)=O.[CH3:8][O:9][CH:10]1[CH2:14][CH2:13][N:12]([C:15]2[CH:16]=[C:17]([S:21]([N:24]3[C:32]4[C:27](=[N:28][CH:29]=[CH:30][CH:31]=4)[C:26]([C:33]4[CH2:38][CH2:37][CH:36]([NH:39]C(=O)OC(C)(C)C)[CH2:35][CH:34]=4)=[CH:25]3)(=[O:23])=[O:22])[CH:18]=[CH:19][CH:20]=2)[CH2:11]1. (6) The reactants are: C[Si]([N-][Si](C)(C)C)(C)C.[Li+].F[B-](F)(F)F.C(P(C(C)(C)C)C(C)(C)C)(C)(C)C.Br[C:30]1[CH:31]=[CH:32][C:33]([CH:36]2[CH2:41][CH2:40][O:39][CH2:38][CH2:37]2)=[N:34][CH:35]=1.[F-].C([N+:47](CCCC)(CCCC)CCCC)CCC.C(=O)(O)[O-].[Na+]. Given the product [O:39]1[CH2:40][CH2:41][CH:36]([C:33]2[N:34]=[CH:35][C:30]([NH2:47])=[CH:31][CH:32]=2)[CH2:37][CH2:38]1, predict the reactants needed to synthesize it.